From a dataset of hERG Central: cardiac toxicity at 1µM, 10µM, and general inhibition. Predict hERG channel inhibition at various concentrations. (1) The molecule is COc1ccc(N(C)C(=O)c2cc3c(s2)-c2ccc(Cl)cc2S(=O)(=O)C3)c(OC)c1. Results: hERG_inhib (hERG inhibition (general)): blocker. (2) The molecule is CN(Cc1ccccc1)C(=O)CSc1nnc(-c2ccco2)n1-c1ccccc1. Results: hERG_inhib (hERG inhibition (general)): blocker. (3) The molecule is CCCCN(CC)CCCNC(=O)c1cc2cc3ccc(C)cc3nc2o1. Results: hERG_inhib (hERG inhibition (general)): blocker. (4) The drug is CCN1CCCC1CNC(=O)c1ccc(Sc2ccc(F)cc2)c([N+](=O)[O-])c1. Results: hERG_inhib (hERG inhibition (general)): blocker.